From a dataset of Reaction yield outcomes from USPTO patents with 853,638 reactions. Predict the reaction yield, written as a fraction of the theoretical maximum amount of product (1.0 means a 100% yield; for example, 0.34 means a 34% yield). (1) The reactants are [CH3:1][S:2]([C:5]1[CH:6]=[C:7]2[C:12](=[CH:13][CH:14]=1)[CH:11]=[C:10](C(O)=O)[CH:9]=[CH:8]2)(=[O:4])=[O:3].CC[N:20]([CH2:23]C)CC.C1C=CC(P(N=[N+]=[N-])(C2C=CC=CC=2)=[O:32])=CC=1.[CH3:42][C:43]([OH:46])([CH3:45])[CH3:44]. No catalyst specified. The product is [CH3:1][S:2]([C:5]1[CH:6]=[C:7]2[C:12](=[CH:13][CH:14]=1)[CH:11]=[C:10]([NH:20][C:23](=[O:32])[O:46][C:43]([CH3:45])([CH3:44])[CH3:42])[CH:9]=[CH:8]2)(=[O:3])=[O:4]. The yield is 0.870. (2) The reactants are NC1N=C(NC2CCN(C(=O)C3C=CC(I)=CC=3)CC2)SC=1C(C1C(F)=CC=CC=1F)=O.[NH2:33][C:34]1[N:35]=[C:36]([NH:49][CH:50]2[CH2:55][CH2:54][NH:53][CH2:52][CH2:51]2)[S:37][C:38]=1[C:39]([C:41]1[C:46]([F:47])=[CH:45][CH:44]=[CH:43][C:42]=1[F:48])=[O:40].[Cl:56][C:57]1[CH:65]=[CH:64][C:60]([C:61](Cl)=[O:62])=[CH:59][N:58]=1. No catalyst specified. The product is [NH2:33][C:34]1[N:35]=[C:36]([NH:49][CH:50]2[CH2:55][CH2:54][N:53]([C:61]([C:60]3[CH:59]=[N:58][C:57]([Cl:56])=[CH:65][CH:64]=3)=[O:62])[CH2:52][CH2:51]2)[S:37][C:38]=1[C:39]([C:41]1[C:46]([F:47])=[CH:45][CH:44]=[CH:43][C:42]=1[F:48])=[O:40]. The yield is 0.450. (3) The reactants are C(OC([N:8](C(OC(C)(C)C)=O)[C:9]1[C:10]([C:28]2[N:32](C(OC(C)(C)C)=O)[C:31]3[CH:40]=[CH:41][CH:42]=[CH:43][C:30]=3[N:29]=2)=[N:11][C:12]([C:15]2[CH2:16][CH2:17][N:18](C(OC(C)(C)C)=O)[CH2:19][CH:20]=2)=[CH:13][N:14]=1)=O)(C)(C)C.C(O)(C(F)(F)F)=O. The catalyst is C(Cl)Cl. The product is [NH:29]1[C:30]2[CH:43]=[CH:42][CH:41]=[CH:40][C:31]=2[N:32]=[C:28]1[C:10]1[C:9]([NH2:8])=[N:14][CH:13]=[C:12]([C:15]2[CH2:16][CH2:17][NH:18][CH2:19][CH:20]=2)[N:11]=1. The yield is 0.840.